This data is from Full USPTO retrosynthesis dataset with 1.9M reactions from patents (1976-2016). The task is: Predict the reactants needed to synthesize the given product. Given the product [C:26]([O:30][C:31]([N:33]1[CH2:38][CH2:37][N:36]([CH2:1][C:2]2[CH:12]=[CH:11][CH:10]=[C:4]([C:5](=[O:6])[N:7]([CH3:9])[CH3:8])[CH:3]=2)[CH2:35][CH2:34]1)=[O:32])([CH3:29])([CH3:27])[CH3:28], predict the reactants needed to synthesize it. The reactants are: [CH3:1][C:2]1[CH:3]=[C:4]([CH:10]=[CH:11][CH:12]=1)[C:5]([N:7]([CH3:9])[CH3:8])=[O:6].BrCC1C=C(C=CC=1)C(N(C)C)=O.[C:26]([O:30][C:31]([N:33]1[CH2:38][CH2:37][NH:36][CH2:35][CH2:34]1)=[O:32])([CH3:29])([CH3:28])[CH3:27].C(N(CC)CC)C.